From a dataset of Forward reaction prediction with 1.9M reactions from USPTO patents (1976-2016). Predict the product of the given reaction. (1) Given the reactants [CH:1]1([C:7]([C:9]2[CH:10]([C:27]3[CH:34]=[CH:33][C:30]([C:31]#[N:32])=[CH:29][CH:28]=3)[NH:11][C:12](=[O:26])[N:13]([C:16]3[CH:21]=[CH:20][CH:19]=[C:18]([C:22]([F:25])([F:24])[F:23])[CH:17]=3)[C:14]=2[CH3:15])=[O:8])[CH2:6][CH2:5][CH2:4][CH2:3][CH2:2]1.[H-].[Na+].Br[CH2:38][CH2:39][N:40]([CH2:43][CH3:44])[CH2:41][CH3:42], predict the reaction product. The product is: [CH:1]1([C:7]([C:9]2[CH:10]([C:27]3[CH:28]=[CH:29][C:30]([C:31]#[N:32])=[CH:33][CH:34]=3)[N:11]([CH2:38][CH2:39][N:40]([CH2:43][CH3:44])[CH2:41][CH3:42])[C:12](=[O:26])[N:13]([C:16]3[CH:21]=[CH:20][CH:19]=[C:18]([C:22]([F:25])([F:23])[F:24])[CH:17]=3)[C:14]=2[CH3:15])=[O:8])[CH2:6][CH2:5][CH2:4][CH2:3][CH2:2]1. (2) Given the reactants [CH3:1][C:2](=[CH:4][CH2:5][CH2:6][C@H](C)CCC)[CH3:3].[OH2:12].C[C:14]([CH3:16])=[O:15], predict the reaction product. The product is: [CH3:1][C@H:2]([CH2:4][CH2:5][CH3:6])[CH2:3][CH2:16][C:14]([OH:12])=[O:15]. (3) The product is: [F:18][C:9]([C:5]1[CH:6]=[CH:7][C:2]([NH2:1])=[CH:3][CH:4]=1)([C:14]([F:17])([F:16])[F:15])[C:10]([F:13])([F:12])[F:11]. Given the reactants [NH2:1][C:2]1[CH:7]=[CH:6][CH:5]=[CH:4][CH:3]=1.I[C:9]([F:18])([C:14]([F:17])([F:16])[F:15])[C:10]([F:13])([F:12])[F:11].S([O-])([O-])(=O)=S.[Na+].[Na+].C(=O)([O-])O.[Na+], predict the reaction product.